This data is from Reaction yield outcomes from USPTO patents with 853,638 reactions. The task is: Predict the reaction yield, written as a fraction of the theoretical maximum amount of product (1.0 means a 100% yield; for example, 0.34 means a 34% yield). The reactants are O.[OH-].[Li+].C[O:5][C:6](=[O:34])[C:7]1[CH:12]=[CH:11][CH:10]=[C:9]([CH2:13][NH:14][C:15]([C:17]2[C:18]([S:23][CH2:24][CH2:25][CH2:26][C:27]3[CH:32]=[CH:31][C:30]([F:33])=[CH:29][CH:28]=3)=[N:19][CH:20]=[CH:21][CH:22]=2)=[O:16])[CH:8]=1.CO.C1COCC1. The catalyst is O. The product is [F:33][C:30]1[CH:31]=[CH:32][C:27]([CH2:26][CH2:25][CH2:24][S:23][C:18]2[C:17]([C:15]([NH:14][CH2:13][C:9]3[CH:8]=[C:7]([CH:12]=[CH:11][CH:10]=3)[C:6]([OH:34])=[O:5])=[O:16])=[CH:22][CH:21]=[CH:20][N:19]=2)=[CH:28][CH:29]=1. The yield is 0.550.